This data is from Catalyst prediction with 721,799 reactions and 888 catalyst types from USPTO. The task is: Predict which catalyst facilitates the given reaction. Reactant: [CH3:1][C:2]1[CH:26]=[C:25]([CH3:27])[CH:24]=[CH:23][C:3]=1[O:4][C:5]1[CH:10]=[CH:9][CH:8]=[CH:7][C:6]=1[C:11]1(O)[CH2:16][CH2:15][N:14](C(OCC)=O)[CH2:13][CH2:12]1.ClCCl.C([SiH](CC)CC)C.B(F)(F)F.CCOCC. Product: [CH3:1][C:2]1[CH:26]=[C:25]([CH3:27])[CH:24]=[CH:23][C:3]=1[O:4][C:5]1[CH:10]=[CH:9][CH:8]=[CH:7][C:6]=1[CH:11]1[CH2:16][CH2:15][NH:14][CH2:13][CH2:12]1. The catalyst class is: 6.